From a dataset of Catalyst prediction with 721,799 reactions and 888 catalyst types from USPTO. Predict which catalyst facilitates the given reaction. (1) Reactant: [C:1]([NH:9][CH2:10][CH:11]1[CH2:16][CH2:15][CH2:14][CH:13]([N:17]2C3C=CC=C(C(O)=O)C=3[C:20]3=[N:30][O:31][C:32]([CH3:33])=[C:19]3[C:18]2=[O:34])[CH2:12]1)(=[O:8])[C:2]1[CH:7]=[CH:6][CH:5]=[CH:4][CH:3]=1.S(Cl)(Cl)=[O:36].C([Zn][CH2:42][CH3:43])C.C([Cu])#N.[Li+].[Cl-].[C:49]1([CH3:55])[CH:54]=[CH:53][CH:52]=[CH:51][CH:50]=1. Product: [CH3:33][C:32]1[O:31][N:30]=[C:20]2[C:54]3[C:49]([C:55](=[O:36])[CH2:42][CH3:43])=[CH:50][CH:51]=[CH:52][C:53]=3[N:17]([CH:13]3[CH2:14][CH2:15][CH2:16][CH:11]([CH2:10][NH:9][C:1](=[O:8])[C:2]4[CH:3]=[CH:4][CH:5]=[CH:6][CH:7]=4)[CH2:12]3)[C:18](=[O:34])[C:19]=12. The catalyst class is: 598. (2) Reactant: C(O)(C(F)(F)F)=O.[CH2:8]([O:15][C:16]([N:18]1[CH2:22][CH2:21][CH:20]2[N:23]([C:26](=[O:48])[CH:27]([NH:34][C:35](=[O:47])[CH:36]([N:38](C(OC(C)(C)C)=O)[CH3:39])[CH3:37])[CH:28]3[CH2:33][CH2:32][CH2:31][CH2:30][CH2:29]3)[CH2:24][CH2:25][CH:19]12)=[O:17])[C:9]1[CH:14]=[CH:13][CH:12]=[CH:11][CH:10]=1. Product: [CH2:8]([O:15][C:16]([N:18]1[CH2:22][CH2:21][CH:20]2[N:23]([C:26](=[O:48])[CH:27]([CH:28]3[CH2:33][CH2:32][CH2:31][CH2:30][CH2:29]3)[NH:34][C:35](=[O:47])[CH:36]([NH:38][CH3:39])[CH3:37])[CH2:24][CH2:25][CH:19]12)=[O:17])[C:9]1[CH:14]=[CH:13][CH:12]=[CH:11][CH:10]=1. The catalyst class is: 2. (3) Reactant: C(OC(=O)[N:7]([CH2:33][C:34]1[CH:43]=[CH:42][C:37]2[O:38][CH2:39][CH2:40][O:41][C:36]=2[CH:35]=1)[CH:8]1[CH2:13][CH2:12][N:11]([CH2:14][CH2:15][N:16]2[C:25]3[C:20](=[CH:21][CH:22]=[C:23]([O:26][CH3:27])[CH:24]=3)[C:19]([C:28]([NH:30][CH3:31])=[O:29])=[CH:18][C:17]2=[O:32])[CH2:10][CH2:9]1)(C)(C)C.FC(F)(F)C(O)=O. Product: [O:38]1[C:37]2[CH:42]=[CH:43][C:34]([CH2:33][NH:7][CH:8]3[CH2:9][CH2:10][N:11]([CH2:14][CH2:15][N:16]4[C:25]5[C:20](=[CH:21][CH:22]=[C:23]([O:26][CH3:27])[CH:24]=5)[C:19]([C:28]([NH:30][CH3:31])=[O:29])=[CH:18][C:17]4=[O:32])[CH2:12][CH2:13]3)=[CH:35][C:36]=2[O:41][CH2:40][CH2:39]1. The catalyst class is: 4.